From a dataset of CYP2C9 inhibition data for predicting drug metabolism from PubChem BioAssay. Regression/Classification. Given a drug SMILES string, predict its absorption, distribution, metabolism, or excretion properties. Task type varies by dataset: regression for continuous measurements (e.g., permeability, clearance, half-life) or binary classification for categorical outcomes (e.g., BBB penetration, CYP inhibition). Dataset: cyp2c9_veith. (1) The drug is O=c1c(-c2ccccc2)nc2cnc(N3CCNCC3)nc2n1Cc1cccs1. The result is 1 (inhibitor). (2) The compound is CC(C)CNc1cc(N2CCCC2)ccc1[N+](=O)[O-]. The result is 1 (inhibitor). (3) The drug is O=C(c1ccncc1)N1CCC2(CCCN(c3cccc(-c4ccccc4)c3)C2)CC1. The result is 1 (inhibitor). (4) The compound is c1ccc(CNc2nc(-c3cccnc3)nc3ccccc23)cc1. The result is 0 (non-inhibitor). (5) The molecule is Cc1c(Cl)cccc1NC(=O)CCC(=O)NNC(=O)c1ccco1. The result is 0 (non-inhibitor). (6) The drug is O=S(=O)(N/N=C/c1ccc2c(c1)OCCO2)c1ccc(Cl)cc1. The result is 1 (inhibitor). (7) The compound is CC1CN(C2CCN(C(=O)c3cccc(Cl)c3)CC2)CC(C)O1. The result is 0 (non-inhibitor). (8) The compound is COc1ccc(C2NC(=S)NC3=C2CCc2cc(OC)ccc23)cc1. The result is 1 (inhibitor). (9) The drug is COc1ccc(COC(=O)N/N=C(\C)CC(=O)Nc2c(C)cc(C)cc2C)cc1. The result is 1 (inhibitor). (10) The compound is CCCCCCN(CCCCCC)C(=O)Cc1c(-c2ccc(Cl)cc2)[nH]c2ccc(Cl)cc12. The result is 0 (non-inhibitor).